From a dataset of Peptide-MHC class II binding affinity with 134,281 pairs from IEDB. Regression. Given a peptide amino acid sequence and an MHC pseudo amino acid sequence, predict their binding affinity value. This is MHC class II binding data. (1) The binding affinity (normalized) is 0.543. The MHC is DRB1_0901 with pseudo-sequence DRB1_0901. The peptide sequence is GGSILKISNKYHTKG. (2) The MHC is DRB1_0701 with pseudo-sequence DRB1_0701. The binding affinity (normalized) is 0.291. The peptide sequence is NQEILELAQSETCSP. (3) The MHC is HLA-DQA10501-DQB10301 with pseudo-sequence HLA-DQA10501-DQB10301. The binding affinity (normalized) is 0.171. The peptide sequence is KFITHSVTFSEINKA. (4) The MHC is HLA-DPA10301-DPB10402 with pseudo-sequence HLA-DPA10301-DPB10402. The peptide sequence is AKKYFAATQFEPLAA. The binding affinity (normalized) is 0.948.